Dataset: Forward reaction prediction with 1.9M reactions from USPTO patents (1976-2016). Task: Predict the product of the given reaction. (1) The product is: [Br:6][C:7]1[CH:16]=[C:15]2[C:10]([C:11](=[N:20][OH:19])[CH2:12][CH2:13][O:14]2)=[CH:9][CH:8]=1. Given the reactants CC([O-])=O.[Na+].[Br:6][C:7]1[CH:16]=[C:15]2[C:10]([C:11](=O)[CH2:12][CH2:13][O:14]2)=[CH:9][CH:8]=1.Cl.[OH:19][NH2:20], predict the reaction product. (2) Given the reactants Br[CH2:2][C:3]1[C:12]2[C:7](=[CH:8][CH:9]=[CH:10][CH:11]=2)[NH:6][C:5](=[O:13])[CH:4]=1.[Cl:14][C:15]1[CH:16]=[C:17]([CH:19]=[CH:20][CH:21]=1)[NH2:18].[O:22]1[CH:26]=[CH:25][CH:24]=[C:23]1[C:27](Cl)=[O:28], predict the reaction product. The product is: [Cl:14][C:15]1[CH:16]=[C:17]([N:18]([CH2:2][C:3]2[C:12]3[C:7](=[CH:8][CH:9]=[CH:10][CH:11]=3)[NH:6][C:5](=[O:13])[CH:4]=2)[C:27]([C:23]2[O:22][CH:26]=[CH:25][CH:24]=2)=[O:28])[CH:19]=[CH:20][CH:21]=1. (3) Given the reactants [CH2:1]([O:8][C@H:9]([CH3:27])[C@H:10]([NH:13][C:14]1[C:15]2[N:16]([CH:23]=[C:24](Br)[CH:25]=2)[N:17]=[CH:18][C:19]=1[C:20]([NH2:22])=[O:21])[CH2:11][OH:12])[C:2]1[CH:7]=[CH:6][CH:5]=[CH:4][CH:3]=1.[C:28]1(B(O)O)[CH:33]=[CH:32][CH:31]=[CH:30][CH:29]=1.P([O-])([O-])([O-])=O.[K+].[K+].[K+], predict the reaction product. The product is: [CH2:1]([O:8][C@H:9]([CH3:27])[C@H:10]([NH:13][C:14]1[C:15]2[N:16]([CH:23]=[C:24]([C:28]3[CH:33]=[CH:32][CH:31]=[CH:30][CH:29]=3)[CH:25]=2)[N:17]=[CH:18][C:19]=1[C:20]([NH2:22])=[O:21])[CH2:11][OH:12])[C:2]1[CH:7]=[CH:6][CH:5]=[CH:4][CH:3]=1. (4) Given the reactants [CH2:1]([N:3]([CH2:11][C:12]1[N:13]=[C:14]2[S:21][C:20]([CH3:22])=[C:19]([CH2:23][CH:24]=[O:25])[N:15]2[C:16](=[O:18])[CH:17]=1)[C:4]1[CH:9]=[CH:8][C:7]([F:10])=[CH:6][CH:5]=1)[CH3:2].[BH4-].[Na+], predict the reaction product. The product is: [CH2:1]([N:3]([CH2:11][C:12]1[N:13]=[C:14]2[S:21][C:20]([CH3:22])=[C:19]([CH2:23][CH2:24][OH:25])[N:15]2[C:16](=[O:18])[CH:17]=1)[C:4]1[CH:5]=[CH:6][C:7]([F:10])=[CH:8][CH:9]=1)[CH3:2]. (5) Given the reactants Cl[C:2]1[C:7]([CH:8]([F:10])[F:9])=[CH:6][CH:5]=[CH:4][N:3]=1.[C:11](=[NH:24])([C:18]1[CH:23]=[CH:22][CH:21]=[CH:20][CH:19]=1)[C:12]1[CH:17]=[CH:16][CH:15]=[CH:14][CH:13]=1.CC(C)([O-])C.[K+], predict the reaction product. The product is: [F:9][CH:8]([F:10])[C:7]1[C:2]([N:24]=[C:11]([C:12]2[CH:17]=[CH:16][CH:15]=[CH:14][CH:13]=2)[C:18]2[CH:23]=[CH:22][CH:21]=[CH:20][CH:19]=2)=[N:3][CH:4]=[CH:5][CH:6]=1. (6) Given the reactants C(N(CC)C(C)C)(C)C.[Cl:10][C:11]1[CH:34]=[CH:33][C:14]([CH2:15][NH:16][C:17]([C:19]2[C:20](=[O:32])[C:21]3[CH:29]=[C:28]([CH2:30]Cl)[S:27][C:22]=3[N:23]([CH2:25][CH3:26])[CH:24]=2)=[O:18])=[CH:13][CH:12]=1.[O:35]1[CH:39]=[CH:38][CH:37]=[C:36]1[C@H:40]([OH:44])[CH2:41][NH:42][CH3:43], predict the reaction product. The product is: [Cl:10][C:11]1[CH:34]=[CH:33][C:14]([CH2:15][NH:16][C:17]([C:19]2[C:20](=[O:32])[C:21]3[CH:29]=[C:28]([CH2:30][N:42]([CH2:41][C@H:40]([C:36]4[O:35][CH:39]=[CH:38][CH:37]=4)[OH:44])[CH3:43])[S:27][C:22]=3[N:23]([CH2:25][CH3:26])[CH:24]=2)=[O:18])=[CH:13][CH:12]=1. (7) The product is: [CH3:15][N:14]([CH3:16])[C:12]1[C:11]([C:17]([F:20])([F:18])[F:19])=[CH:10][C:9]2[NH:21][C:22](=[O:39])[CH2:23][C:24]([C:26]3[CH:31]=[CH:30][CH:29]=[C:28]([C:32]4[N:33]=[N:34][C:35]([CH3:38])=[CH:36][CH:37]=4)[CH:27]=3)=[N:7][C:8]=2[CH:13]=1. Given the reactants C(OC(=O)[NH:7][C:8]1[CH:13]=[C:12]([N:14]([CH3:16])[CH3:15])[C:11]([C:17]([F:20])([F:19])[F:18])=[CH:10][C:9]=1[NH:21][C:22](=[O:39])[CH2:23][C:24]([C:26]1[CH:31]=[CH:30][CH:29]=[C:28]([C:32]2[N:33]=[N:34][C:35]([CH3:38])=[CH:36][CH:37]=2)[CH:27]=1)=O)(C)(C)C.C(O)(C(F)(F)F)=O, predict the reaction product. (8) Given the reactants [CH2:1]([N:8]1[C:16]2[C:11](=[CH:12][C:13]([C:17]3[CH:22]=[CH:21][CH:20]=[C:19]([O:23][C:24]([F:27])([F:26])[F:25])[CH:18]=3)=[CH:14][CH:15]=2)[CH:10]=[CH:9]1)[C:2]1[CH:7]=[CH:6][CH:5]=[CH:4][CH:3]=1.[C:28](Cl)(=[O:32])[C:29](Cl)=[O:30].[CH2:34]([OH:36])[CH3:35], predict the reaction product. The product is: [CH2:1]([N:8]1[C:16]2[C:11](=[CH:12][C:13]([C:17]3[CH:22]=[CH:21][CH:20]=[C:19]([O:23][C:24]([F:27])([F:25])[F:26])[CH:18]=3)=[CH:14][CH:15]=2)[C:10]([C:28](=[O:32])[C:29]([O:36][CH2:34][CH3:35])=[O:30])=[CH:9]1)[C:2]1[CH:3]=[CH:4][CH:5]=[CH:6][CH:7]=1. (9) Given the reactants [C:1](=[N:14][NH2:15])([C:8]1[CH:13]=[CH:12][CH:11]=[CH:10][CH:9]=1)[C:2]1[CH:7]=[CH:6][CH:5]=[CH:4][CH:3]=1.CC(C)([O-])C.[Na+].[C@@H]1(N)CCCC[C@H]1N.CCCCCCCCCCCC.I[C:43]1[CH:44]=[C:45]([CH3:50])[CH:46]=[C:47]([CH3:49])[CH:48]=1, predict the reaction product. The product is: [CH3:50][C:45]1[CH:44]=[C:43]([NH:15][N:14]=[C:1]([C:8]2[CH:9]=[CH:10][CH:11]=[CH:12][CH:13]=2)[C:2]2[CH:7]=[CH:6][CH:5]=[CH:4][CH:3]=2)[CH:48]=[C:47]([CH3:49])[CH:46]=1. (10) The product is: [Cl:24][C:22]1[CH:23]=[C:15]2[C:16]([C:17](=[O:19])[N:5]=[C:4]([CH2:3][C:1]#[N:2])[NH:14]2)=[CH:20][CH:21]=1. Given the reactants [C:1]([CH2:3][C:4](=S)[NH2:5])#[N:2].BrCC.[O-]CC.[Na+].[NH2:14][C:15]1[CH:23]=[C:22]([Cl:24])[CH:21]=[CH:20][C:16]=1[C:17]([OH:19])=O, predict the reaction product.